This data is from Catalyst prediction with 721,799 reactions and 888 catalyst types from USPTO. The task is: Predict which catalyst facilitates the given reaction. (1) Reactant: [NH:1]1[CH2:6][CH2:5][O:4][CH2:3][CH2:2]1.[CH2:7]([N:14]1[CH2:19][CH2:18][C:17](=O)[CH2:16][CH2:15]1)[C:8]1[CH:13]=[CH:12][CH:11]=[CH:10][CH:9]=1.[C-:21]#[N:22].[K+].O. Product: [CH2:7]([N:14]1[CH2:19][CH2:18][C:17]([C:21]#[N:22])([N:1]2[CH2:6][CH2:5][O:4][CH2:3][CH2:2]2)[CH2:16][CH2:15]1)[C:8]1[CH:13]=[CH:12][CH:11]=[CH:10][CH:9]=1. The catalyst class is: 88. (2) Reactant: [Br:1][C:2]1[CH:11]=[CH:10][C:9]2[N:8]=[C:7](Cl)[C:6]3=[N:13][N:14](CC4C=CC(OC)=CC=4)[CH:15]=[C:5]3[C:4]=2[CH:3]=1.[NH2:25][C:26]1[CH:36]=[CH:35][C:29]2[O:30][CH2:31][C:32](=[O:34])[NH:33][C:28]=2[CH:27]=1.Cl. Product: [Br:1][C:2]1[CH:11]=[CH:10][C:9]2[N:8]=[C:7]([NH:25][C:26]3[CH:36]=[CH:35][C:29]4[O:30][CH2:31][C:32](=[O:34])[NH:33][C:28]=4[CH:27]=3)[C:6]3=[N:13][NH:14][CH:15]=[C:5]3[C:4]=2[CH:3]=1. The catalyst class is: 71. (3) Reactant: [C:1]([Si:3]([CH3:6])([CH3:5])[CH3:4])#[CH:2].[Li]CCCC.[C:12]1([C:18]#[C:19][C:20]2[CH:27]=[CH:26][CH:25]=[CH:24][C:21]=2[CH:22]=[O:23])[CH:17]=[CH:16][CH:15]=[CH:14][CH:13]=1. Product: [C:12]1([C:18]#[C:19][C:20]2[CH:27]=[CH:26][CH:25]=[CH:24][C:21]=2[CH:22]([OH:23])[C:2]#[C:1][Si:3]([CH3:6])([CH3:5])[CH3:4])[CH:13]=[CH:14][CH:15]=[CH:16][CH:17]=1. The catalyst class is: 1. (4) Reactant: [OH:1][C@@H:2]1[CH2:6][CH2:5][N:4]([C:7]([O:9][C:10]([CH3:13])([CH3:12])[CH3:11])=[O:8])[CH2:3]1.[CH3:14][S:15](Cl)(=[O:17])=[O:16].C(N(CC)CC)C. Product: [CH3:14][S:15]([O:1][C@@H:2]1[CH2:6][CH2:5][N:4]([C:7]([O:9][C:10]([CH3:13])([CH3:12])[CH3:11])=[O:8])[CH2:3]1)(=[O:17])=[O:16]. The catalyst class is: 2. (5) Reactant: [CH2:1]([N:8]([CH3:21])[C:9]([NH:11][C@@H:12]([C:17]([CH3:20])([CH3:19])[CH3:18])[C:13]([O:15]C)=[O:14])=[O:10])[C:2]1[CH:7]=[CH:6][CH:5]=[CH:4][CH:3]=1.[OH-].[Li+].Cl. Product: [CH2:1]([N:8]([CH3:21])[C:9]([NH:11][C@@H:12]([C:17]([CH3:19])([CH3:18])[CH3:20])[C:13]([OH:15])=[O:14])=[O:10])[C:2]1[CH:3]=[CH:4][CH:5]=[CH:6][CH:7]=1. The catalyst class is: 12. (6) Reactant: [H-].[Na+].[Cl:3][C:4]1[C:12]2[NH:11][C:10]3[CH2:13][CH2:14][N:15]([CH3:17])[CH2:16][C:9]=3[C:8]=2[CH:7]=[CH:6][CH:5]=1.[O:18]1[CH2:20][CH:19]1[C:21]1[CH:22]=[N:23][CH:24]=[CH:25][CH:26]=1. The catalyst class is: 3. Product: [Cl:3][C:4]1[C:12]2[N:11]([CH2:20][CH:19]([C:21]3[CH:22]=[N:23][CH:24]=[CH:25][CH:26]=3)[OH:18])[C:10]3[CH2:13][CH2:14][N:15]([CH3:17])[CH2:16][C:9]=3[C:8]=2[CH:7]=[CH:6][CH:5]=1. (7) Reactant: [CH:1]1([S:6]([C:9]2[CH:14]=[CH:13][C:12](Br)=[CH:11][CH:10]=2)(=[O:8])=[O:7])[CH2:5][CH2:4][CH2:3][CH2:2]1.C(N(CC)C(C)C)(C)C.[Br:25][CH2:26][CH2:27][CH2:28][CH2:29][CH2:30][CH2:31][O:32][CH2:33][CH2:34][C:35]#[CH:36]. Product: [Br:25][CH2:26][CH2:27][CH2:28][CH2:29][CH2:30][CH2:31][O:32][CH2:33][CH2:34][C:35]#[C:36][C:12]1[CH:13]=[CH:14][C:9]([S:6]([CH:1]2[CH2:5][CH2:4][CH2:3][CH2:2]2)(=[O:8])=[O:7])=[CH:10][CH:11]=1. The catalyst class is: 870. (8) Reactant: [OH:1][CH2:2][CH2:3][O:4][C:5]1[CH:12]=[CH:11][C:8]([CH:9]=O)=[CH:7][CH:6]=1.[NH2:13][C:14]1[NH:19][CH2:18][NH:17]CC=1.[C:20](#[N:24])[CH2:21][C:22]#[N:23].CN1CC[O:29]CC1.[CH2:32]([OH:34])[CH3:33]. Product: [NH2:23][C:22]1[C:21]([C:20]#[N:24])=[C:9]([C:8]2[CH:11]=[CH:12][C:5]([O:4][CH2:3][CH2:2][OH:1])=[CH:6][CH:7]=2)[C:33]2[C:32](=[O:34])[NH:13][C:14](=[O:29])[NH:19][C:18]=2[N:17]=1. The catalyst class is: 6. (9) Reactant: CO.[Br:3][C:4]1[CH:10]=[CH:9][C:7]([NH2:8])=[CH:6][CH:5]=1.O.OS(O)(=O)=O.[I:17]Cl. Product: [I:17][C:9]1[CH:10]=[C:4]([Br:3])[CH:5]=[CH:6][C:7]=1[NH2:8]. The catalyst class is: 2. (10) Reactant: Cl[C:2](Cl)(Cl)[C:3]([N:5]=[C:6]=[O:7])=[O:4].[CH3:10][O:11][C:12]1[CH:29]=[C:28]([O:30][CH3:31])[CH:27]=[CH:26][C:13]=1[CH2:14][NH:15][C:16]1C(C(OC)=O)=[N:18][CH:19]=[CH:20][N:21]=1.C[O-].[Na+].O. Product: [CH3:10][O:11][C:12]1[CH:29]=[C:28]([O:30][CH3:31])[CH:27]=[CH:26][C:13]=1[CH2:14][N:15]1[C:16]2[C:2](=[N:18][CH:19]=[CH:20][N:21]=2)[C:3](=[O:4])[NH:5][C:6]1=[O:7]. The catalyst class is: 61.